From a dataset of Catalyst prediction with 721,799 reactions and 888 catalyst types from USPTO. Predict which catalyst facilitates the given reaction. (1) Reactant: [OH:1][CH2:2][C:3]1[O:7][N:6]=[C:5]([C:8]([O:10]CC)=[O:9])[CH:4]=1.[Cl:13][C:14]1[CH:21]=[CH:20][C:17]([CH2:18]Br)=[C:16]([F:22])[CH:15]=1.C1OCCOCCOCCOCCOCCOC1.[H-].[Na+].Cl.[OH-].[K+]. Product: [Cl:13][C:14]1[CH:21]=[CH:20][C:17]([CH2:18][O:1][CH2:2][C:3]2[O:7][N:6]=[C:5]([C:8]([OH:10])=[O:9])[CH:4]=2)=[C:16]([F:22])[CH:15]=1. The catalyst class is: 30. (2) Reactant: [C:1]([C:3]1[CH:11]=[C:10]2[C:6]([CH:7]=[CH:8][NH:9]2)=[CH:5][CH:4]=1)#[N:2].C([Mg]Br)C.[CH3:16][C:17]1([CH3:25])[C:19]([CH3:21])([CH3:20])[CH:18]1[C:22](Cl)=[O:23]. Product: [CH3:16][C:17]1([CH3:25])[C:19]([CH3:21])([CH3:20])[CH:18]1[C:22]([C:7]1[C:6]2[C:10](=[CH:11][C:3]([C:1]#[N:2])=[CH:4][CH:5]=2)[NH:9][CH:8]=1)=[O:23]. The catalyst class is: 530.